From a dataset of Forward reaction prediction with 1.9M reactions from USPTO patents (1976-2016). Predict the product of the given reaction. Given the reactants [Cl:1][C:2]1[N:7]=[CH:6][C:5]([CH2:8][C:9]([OH:11])=O)=[CH:4][CH:3]=1.Cl.[CH3:13][NH:14][O:15][CH3:16].CCN=C=NCCCN(C)C.Cl.CN1CCOCC1, predict the reaction product. The product is: [Cl:1][C:2]1[N:7]=[CH:6][C:5]([CH2:8][C:9]([N:14]([O:15][CH3:16])[CH3:13])=[O:11])=[CH:4][CH:3]=1.